From a dataset of Forward reaction prediction with 1.9M reactions from USPTO patents (1976-2016). Predict the product of the given reaction. Given the reactants Br[C:2]1[CH:3]=[C:4]2[C:9](=[CH:10][CH:11]=1)[C:8](=[O:12])[NH:7][C:6](=[O:13])/[C:5]/2=[CH:14]\[NH:15][C:16]1[CH:21]=[CH:20][C:19]([N:22]2[CH2:27][CH2:26][N:25]([CH3:28])[CH2:24][CH2:23]2)=[CH:18][CH:17]=1.[N+:29](C1C=C2C(=CC=1)C(=O)NC(=O)C2)([O-:31])=[O:30].CN1CCN(CC2C=CC(N)=CC=2)CC1.C(OCC)(OCC)OCC, predict the reaction product. The product is: [N+:29]([C:2]1[CH:3]=[C:4]2[C:9](=[CH:10][CH:11]=1)[C:8](=[O:12])[NH:7][C:6](=[O:13])/[C:5]/2=[CH:14]\[NH:15][C:16]1[CH:21]=[CH:20][C:19]([N:22]2[CH2:27][CH2:26][N:25]([CH3:28])[CH2:24][CH2:23]2)=[CH:18][CH:17]=1)([O-:31])=[O:30].